This data is from Experimentally validated miRNA-target interactions with 360,000+ pairs, plus equal number of negative samples. The task is: Binary Classification. Given a miRNA mature sequence and a target amino acid sequence, predict their likelihood of interaction. The miRNA is rno-miR-455-5p with sequence UAUGUGCCUUUGGACUACAUCG. The protein sequence of the target gene is MESRKLISATDIQYSASLLNSLNEQRGHGLFCDVTVIVEDRKFRAHRNILSASSTYFHQLFSVAGQVVELSFIRAEIFAEILNYIYSSKVVRVRADLLDELIKSGQLLGVKFIAELGVPLSQVKSISGTEQDGTAETLPSSSSDKSLDMEKSKDEAQDNGATVMPIITESFSLSAEDNEMKKIIVTDSDDDDDDDVIFCSEILPAKEDLPSNNTATQVQPNPASVAISEVTPCASNNSPPVTNITPTQLPTPVNQATLSQTQGSEELLVSSASTHLTPNIILLNQAPLTAPPSASSSLPN.... Result: 0 (no interaction).